Dataset: Forward reaction prediction with 1.9M reactions from USPTO patents (1976-2016). Task: Predict the product of the given reaction. (1) Given the reactants [NH2:1][C@H:2]([CH2:6][CH2:7][NH:8][C:9]([C:11]1[N:12]=[C:13]([C:29]#[N:30])[C:14]2[C:19]([C:20]=1[OH:21])=[CH:18][CH:17]=[C:16]([O:22][C:23]1[CH:28]=[CH:27][CH:26]=[CH:25][CH:24]=1)[CH:15]=2)=[O:10])[C:3]([OH:5])=[O:4].C(N(CC)CC)C.[CH3:38][N:39]([CH3:43])[C:40](Cl)=[O:41].Cl, predict the reaction product. The product is: [C:29]([C:13]1[C:14]2[C:19](=[CH:18][CH:17]=[C:16]([O:22][C:23]3[CH:28]=[CH:27][CH:26]=[CH:25][CH:24]=3)[CH:15]=2)[C:20]([OH:21])=[C:11]([C:9]([NH:8][CH2:7][CH2:6][C@@H:2]([NH:1][C:40]([N:39]([CH3:43])[CH3:38])=[O:41])[C:3]([OH:5])=[O:4])=[O:10])[N:12]=1)#[N:30]. (2) Given the reactants [CH3:1][C:2]([C:9]1[CH:14]=[CH:13][CH:12]=[C:11]([CH3:15])[CH:10]=1)([CH3:8])[C:3](=O)[C:4]([OH:6])=[O:5].[CH3:16][NH2:17], predict the reaction product. The product is: [CH3:16][NH:17][C@H:3]([C:4]([OH:6])=[O:5])[C:2]([CH3:8])([CH3:1])[C:9]1[CH:14]=[CH:13][CH:12]=[C:11]([CH3:15])[CH:10]=1.